Predict the reaction yield, written as a fraction of the theoretical maximum amount of product (1.0 means a 100% yield; for example, 0.34 means a 34% yield). From a dataset of Reaction yield outcomes from USPTO patents with 853,638 reactions. (1) The reactants are [C:1]1([C:11]([OH:13])=O)[C:10]2[CH2:9][CH2:8][CH2:7][CH2:6][C:5]=2[CH:4]=[CH:3][CH:2]=1.[CH2:14]([O:16][C:17]([C:19]1([NH2:30])[CH2:27][C:26]2[C:21](=[CH:22][C:23]([CH3:29])=[C:24]([CH3:28])[CH:25]=2)[CH2:20]1)=[O:18])[CH3:15].CN(C(ON1N=NC2C=CC=NC1=2)=[N+](C)C)C.F[P-](F)(F)(F)(F)F.CCN(C(C)C)C(C)C. The catalyst is CN(C=O)C. The product is [CH2:14]([O:16][C:17]([C:19]1([NH:30][C:11]([C:1]2[C:10]3[CH2:9][CH2:8][CH2:7][CH2:6][C:5]=3[CH:4]=[CH:3][CH:2]=2)=[O:13])[CH2:27][C:26]2[C:21](=[CH:22][C:23]([CH3:29])=[C:24]([CH3:28])[CH:25]=2)[CH2:20]1)=[O:18])[CH3:15]. The yield is 0.920. (2) No catalyst specified. The yield is 0.850. The product is [C:20]([NH:24][S:7]([C:1]1[CH:6]=[CH:5][CH:4]=[CH:3][CH:2]=1)(=[O:9])=[O:8])([CH3:23])([CH3:22])[CH3:21]. The reactants are [C:1]1([S:7](Cl)(=[O:9])=[O:8])[CH:6]=[CH:5][CH:4]=[CH:3][CH:2]=1.C(=O)([O-])[O-].[K+].[K+].C(#N)C.[C:20]([NH2:24])([CH3:23])([CH3:22])[CH3:21]. (3) The reactants are C[O:2][C:3]([C:5]1([C:8]2[CH:9]=[CH:10][C:11]3[O:15][C:14](=[O:16])[NH:13][C:12]=3[CH:17]=2)[CH2:7][CH2:6]1)=[O:4].O[Li].O. The catalyst is CO.O. The product is [O:16]=[C:14]1[NH:13][C:12]2[CH:17]=[C:8]([C:5]3([C:3]([OH:4])=[O:2])[CH2:7][CH2:6]3)[CH:9]=[CH:10][C:11]=2[O:15]1. The yield is 0.840. (4) The reactants are [C:1]1(C)[CH:6]=CC=[CH:3][CH:2]=1.C([Li])CCC.[CH3:13][N:14]([CH3:22])[C:15]1([C:20]#[N:21])[CH2:19][CH2:18][CH2:17][CH2:16]1.[BH4-].[Na+].C(=O)([O-])O.[Na+]. The catalyst is C1COCC1.CCCCCC.CO. The product is [NH2:21][CH:20]([C:15]1([N:14]([CH3:22])[CH3:13])[CH2:19][CH2:18][CH2:17][CH2:16]1)[CH2:6][CH2:1][CH2:2][CH3:3]. The yield is 0.490. (5) The reactants are [OH:1][C:2]1[CH:16]=[CH:15][C:5]([C:6]([C:8]2[CH:13]=[CH:12][C:11]([OH:14])=[CH:10][CH:9]=2)=O)=[CH:4][CH:3]=1. The catalyst is C1COCC1.Cl[Ti](Cl)(Cl)Cl.[Zn]. The product is [OH:1][C:2]1[CH:16]=[CH:15][C:5]([C:6]([C:8]2[CH:13]=[CH:12][C:11]([OH:14])=[CH:10][CH:9]=2)=[C:6]([C:5]2[CH:15]=[CH:16][C:2]([OH:1])=[CH:3][CH:4]=2)[C:8]2[CH:9]=[CH:10][C:11]([OH:14])=[CH:12][CH:13]=2)=[CH:4][CH:3]=1. The yield is 0.830. (6) The reactants are [F:1][C:2]1[N:7]=[CH:6][C:5]([NH2:8])=[CH:4][CH:3]=1.C([Mg]Cl)(C)C.[CH:14]1([C:17]2[CH:21]=[C:20]([NH:22][C:23]3[C:32]4[CH2:31][CH2:30][CH2:29][CH2:28][C:27]=4[N:26]=[C:25]([N:33]4[CH2:37][CH2:36][CH2:35][CH:34]4[C:38](OC)=[O:39])[N:24]=3)[NH:19][N:18]=2)[CH2:16][CH2:15]1. The catalyst is C1COCC1. The product is [CH:14]1([C:17]2[NH:18][N:19]=[C:20]([NH:22][C:23]3[C:32]4[CH2:31][CH2:30][CH2:29][CH2:28][C:27]=4[N:26]=[C:25]([N:33]4[CH2:37][CH2:36][CH2:35][C@@H:34]4[C:38]([NH:8][C:5]4[CH:6]=[N:7][C:2]([F:1])=[CH:3][CH:4]=4)=[O:39])[N:24]=3)[CH:21]=2)[CH2:16][CH2:15]1. The yield is 0.230. (7) The reactants are [Br:1][C:2]1[CH:3]=[C:4]2[C:9](=[CH:10][CH:11]=1)[O:8][C:7](=[O:12])[C:6]([C:13]([OH:15])=O)=[CH:5]2.C(Cl)(=O)C([Cl:19])=O. The catalyst is CN(C=O)C. The product is [Br:1][C:2]1[CH:3]=[C:4]2[C:9](=[CH:10][CH:11]=1)[O:8][C:7](=[O:12])[C:6]([C:13]([Cl:19])=[O:15])=[CH:5]2. The yield is 1.00. (8) The reactants are [CH2:1]([O:8][C:9]([N:11]1[CH2:15][C@@H:14]([OH:16])[C@H:13]2[O:17][CH2:18][C:19]([O:22][CH3:23])([O:20][CH3:21])[C@@H:12]12)=[O:10])[C:2]1[CH:7]=[CH:6][CH:5]=[CH:4][CH:3]=1.C(N(CC)CC)C.[S:31](Cl)([CH3:34])(=[O:33])=[O:32]. The catalyst is C(Cl)Cl. The product is [CH2:1]([O:8][C:9]([N:11]1[CH2:15][C@@H:14]([O:16][S:31]([CH3:34])(=[O:33])=[O:32])[C@H:13]2[O:17][CH2:18][C:19]([O:22][CH3:23])([O:20][CH3:21])[C@@H:12]12)=[O:10])[C:2]1[CH:3]=[CH:4][CH:5]=[CH:6][CH:7]=1. The yield is 0.990. (9) The reactants are COC1C=CC(C[N:8](CC2C=CC(OC)=CC=2)[C:9]2[N:14]=[C:13]([CH3:15])[N:12]=[C:11]([C:16]3[CH:17]=[C:18]([C@@H:32]([N:34]4[CH2:39][CH2:38][N:37](C(OC(C)(C)C)=O)[CH2:36][C@@H:35]4[CH3:47])[CH3:33])[CH:19]=[N:20][C:21]=3[NH:22][C:23]3[CH:24]=[N:25][C:26]([O:30][CH3:31])=[C:27]([F:29])[CH:28]=3)[N:10]=2)=CC=1.C(O)(C(F)(F)F)=O.CCN(CC)CC.[CH3:73][S:74](Cl)(=[O:76])=[O:75]. The catalyst is C(Cl)Cl. The product is [F:29][C:27]1[CH:28]=[C:23]([NH:22][C:21]2[C:16]([C:11]3[N:12]=[C:13]([CH3:15])[N:14]=[C:9]([NH2:8])[N:10]=3)=[CH:17][C:18]([C@@H:32]([N:34]3[CH2:39][CH2:38][N:37]([S:74]([CH3:73])(=[O:76])=[O:75])[CH2:36][C@@H:35]3[CH3:47])[CH3:33])=[CH:19][N:20]=2)[CH:24]=[N:25][C:26]=1[O:30][CH3:31]. The yield is 0.429.